From a dataset of NCI-60 drug combinations with 297,098 pairs across 59 cell lines. Regression. Given two drug SMILES strings and cell line genomic features, predict the synergy score measuring deviation from expected non-interaction effect. (1) Drug 1: CN1CCC(CC1)COC2=C(C=C3C(=C2)N=CN=C3NC4=C(C=C(C=C4)Br)F)OC. Drug 2: C1=NC2=C(N=C(N=C2N1C3C(C(C(O3)CO)O)O)F)N. Cell line: TK-10. Synergy scores: CSS=8.35, Synergy_ZIP=-10.1, Synergy_Bliss=-5.75, Synergy_Loewe=-13.8, Synergy_HSA=-5.10. (2) Drug 1: C1=NC2=C(N=C(N=C2N1C3C(C(C(O3)CO)O)O)F)N. Drug 2: CCN(CC)CCCC(C)NC1=C2C=C(C=CC2=NC3=C1C=CC(=C3)Cl)OC. Cell line: HCC-2998. Synergy scores: CSS=32.8, Synergy_ZIP=-7.65, Synergy_Bliss=-3.50, Synergy_Loewe=-6.23, Synergy_HSA=-1.57. (3) Drug 1: CCC(=C(C1=CC=CC=C1)C2=CC=C(C=C2)OCCN(C)C)C3=CC=CC=C3.C(C(=O)O)C(CC(=O)O)(C(=O)O)O. Drug 2: CC=C1C(=O)NC(C(=O)OC2CC(=O)NC(C(=O)NC(CSSCCC=C2)C(=O)N1)C(C)C)C(C)C. Cell line: RXF 393. Synergy scores: CSS=35.3, Synergy_ZIP=-4.74, Synergy_Bliss=1.53, Synergy_Loewe=-35.4, Synergy_HSA=3.80. (4) Drug 1: C1=NC2=C(N1)C(=S)N=CN2. Drug 2: C1=NC2=C(N=C(N=C2N1C3C(C(C(O3)CO)O)F)Cl)N. Cell line: SF-539. Synergy scores: CSS=4.83, Synergy_ZIP=-2.06, Synergy_Bliss=0.561, Synergy_Loewe=-1.29, Synergy_HSA=-0.577. (5) Drug 1: CC1CCC2CC(C(=CC=CC=CC(CC(C(=O)C(C(C(=CC(C(=O)CC(OC(=O)C3CCCCN3C(=O)C(=O)C1(O2)O)C(C)CC4CCC(C(C4)OC)OCCO)C)C)O)OC)C)C)C)OC. Drug 2: CCC1(CC2CC(C3=C(CCN(C2)C1)C4=CC=CC=C4N3)(C5=C(C=C6C(=C5)C78CCN9C7C(C=CC9)(C(C(C8N6C)(C(=O)OC)O)OC(=O)C)CC)OC)C(=O)OC)O.OS(=O)(=O)O. Cell line: UACC62. Synergy scores: CSS=1.63, Synergy_ZIP=0.798, Synergy_Bliss=2.71, Synergy_Loewe=1.13, Synergy_HSA=1.63. (6) Drug 1: COC1=CC(=CC(=C1O)OC)C2C3C(COC3=O)C(C4=CC5=C(C=C24)OCO5)OC6C(C(C7C(O6)COC(O7)C8=CC=CS8)O)O. Drug 2: CC(C1=C(C=CC(=C1Cl)F)Cl)OC2=C(N=CC(=C2)C3=CN(N=C3)C4CCNCC4)N. Cell line: OVCAR-4. Synergy scores: CSS=3.56, Synergy_ZIP=-0.588, Synergy_Bliss=0.268, Synergy_Loewe=-1.03, Synergy_HSA=-0.353. (7) Drug 1: CC1=C2C(C(=O)C3(C(CC4C(C3C(C(C2(C)C)(CC1OC(=O)C(C(C5=CC=CC=C5)NC(=O)OC(C)(C)C)O)O)OC(=O)C6=CC=CC=C6)(CO4)OC(=O)C)OC)C)OC. Drug 2: CS(=O)(=O)C1=CC(=C(C=C1)C(=O)NC2=CC(=C(C=C2)Cl)C3=CC=CC=N3)Cl. Cell line: DU-145. Synergy scores: CSS=58.0, Synergy_ZIP=6.69, Synergy_Bliss=3.89, Synergy_Loewe=-19.0, Synergy_HSA=2.92.